This data is from Full USPTO retrosynthesis dataset with 1.9M reactions from patents (1976-2016). The task is: Predict the reactants needed to synthesize the given product. (1) Given the product [CH2:24]([Sn:19]([CH2:15][CH2:16][CH2:17][CH3:18])([CH2:20][CH2:21][CH2:22][CH3:23])[C:2]1[N:3]=[C:4]([O:8][CH3:9])[CH:5]=[CH:6][CH:7]=1)[CH2:25][CH2:26][CH3:27], predict the reactants needed to synthesize it. The reactants are: Br[C:2]1[CH:7]=[CH:6][CH:5]=[C:4]([O:8][CH3:9])[N:3]=1.C([Li])CCC.[CH2:15]([Sn:19](Cl)([CH2:24][CH2:25][CH2:26][CH3:27])[CH2:20][CH2:21][CH2:22][CH3:23])[CH2:16][CH2:17][CH3:18]. (2) Given the product [CH3:30][O:29][C:21]1[CH:20]=[C:19]([CH2:18][CH2:17][NH:16][C:14](=[O:15])[CH:13]([O:12][CH2:3][C:2]#[CH:1])[CH:31]([C:33]2[CH:34]=[CH:35][CH:36]=[CH:37][CH:38]=2)[CH3:32])[CH:24]=[CH:23][C:22]=1[O:25][CH2:26][C:27]#[CH:28], predict the reactants needed to synthesize it. The reactants are: [CH2:1](Br)[C:2]#[CH:3].C1(C)C=CC=CC=1.[OH:12][CH:13]([CH:31]([C:33]1[CH:38]=[CH:37][CH:36]=[CH:35][CH:34]=1)[CH3:32])[C:14]([NH:16][CH2:17][CH2:18][C:19]1[CH:24]=[CH:23][C:22]([O:25][CH2:26][C:27]#[CH:28])=[C:21]([O:29][CH3:30])[CH:20]=1)=[O:15].[OH-].[Na+]. (3) Given the product [F:41][C:37]1[CH:36]=[C:35]([CH:40]=[CH:39][CH:38]=1)[C:34]([NH:33][C:31]1[CH:30]=[CH:29][C:3]([C:4]([C:6]2[CH:15]=[C:14]3[C:9](=[CH:8][CH:7]=2)[N:10]=[CH:11][C:12]([N:16]2[CH2:17][CH2:18][NH:19][CH2:20][CH2:21]2)=[N:13]3)=[O:5])=[C:2]([F:1])[CH:32]=1)=[O:42], predict the reactants needed to synthesize it. The reactants are: [F:1][C:2]1[CH:32]=[C:31]([NH:33][C:34](=[O:42])[C:35]2[CH:40]=[CH:39][CH:38]=[C:37]([F:41])[CH:36]=2)[CH:30]=[CH:29][C:3]=1[C:4]([C:6]1[CH:15]=[C:14]2[C:9]([N:10]=[CH:11][C:12]([N:16]3[CH2:21][CH2:20][N:19](C(OC(C)(C)C)=O)[CH2:18][CH2:17]3)=[N:13]2)=[CH:8][CH:7]=1)=[O:5].C(O)(C(F)(F)F)=O. (4) The reactants are: II.C(O)(=O)C.[Br:7][C:8]1[CH:13]=[C:12]([S:14](Cl)(=O)=O)[CH:11]=[CH:10][C:9]=1[O:18][S:19]([CH3:22])(=[O:21])=[O:20]. Given the product [CH3:22][S:19]([O:18][C:9]1[CH:10]=[CH:11][C:12]([SH:14])=[CH:13][C:8]=1[Br:7])(=[O:20])=[O:21], predict the reactants needed to synthesize it. (5) Given the product [NH2:11][C:5]1[C:6]([NH:8][CH2:9][CH3:10])=[CH:7][C:2]([Cl:1])=[N:3][CH:4]=1, predict the reactants needed to synthesize it. The reactants are: [Cl:1][C:2]1[CH:7]=[C:6]([NH:8][CH2:9][CH3:10])[C:5]([N+:11]([O-])=O)=[CH:4][N:3]=1. (6) Given the product [NH2:29][CH:27]([C:25]1[CH:24]=[CH:23][N:22]=[C:21]([NH:20][C:8]2[CH:9]=[C:10]3[C:15](=[C:6]([NH:5][C:1]([CH3:2])([CH3:3])[CH3:4])[N:7]=2)[C:14](=[O:16])[N:13]([CH2:17][CH2:18][OH:19])[CH:12]=[CH:11]3)[CH:26]=1)[CH3:28], predict the reactants needed to synthesize it. The reactants are: [C:1]([NH:5][C:6]1[N:7]=[C:8]([NH:20][C:21]2[CH:26]=[C:25](/[C:27](=[N:29]/O)/[CH3:28])[CH:24]=[CH:23][N:22]=2)[CH:9]=[C:10]2[C:15]=1[C:14](=[O:16])[N:13]([CH2:17][CH2:18][OH:19])[CH:12]=[CH:11]2)([CH3:4])([CH3:3])[CH3:2]. (7) Given the product [CH:25]([N:22]1[CH2:23][CH2:24][CH:19]([O:18][C:16]2[CH:17]=[C:12]3[CH:11]=[C:10]([C:8]([N:5]4[CH2:4][CH2:3][O:44][CH2:7][CH2:6]4)=[O:9])[NH:28][C:13]3=[N:14][CH:15]=2)[CH2:20][CH2:21]1)([CH3:27])[CH3:26], predict the reactants needed to synthesize it. The reactants are: FC1(F)[CH2:7][CH2:6][N:5]([C:8]([C:10]2[NH:28][C:13]3=[N:14][CH:15]=[C:16]([O:18][CH:19]4[CH2:24][CH2:23][N:22]([CH:25]([CH3:27])[CH3:26])[CH2:21][CH2:20]4)[CH:17]=[C:12]3[CH:11]=2)=[O:9])[CH2:4][CH2:3]1.F[B-](F)(F)F.N1([O:44]C(N(C)C)=[N+](C)C)C2C=CC=CC=2N=N1.N1CCOCC1.C(N(CC)C(C)C)(C)C.